Dataset: Rat liver microsome stability data. Task: Regression/Classification. Given a drug SMILES string, predict its absorption, distribution, metabolism, or excretion properties. Task type varies by dataset: regression for continuous measurements (e.g., permeability, clearance, half-life) or binary classification for categorical outcomes (e.g., BBB penetration, CYP inhibition). Dataset: rlm. (1) The compound is Cc1cc(C#N)cc(-c2cc(-n3cccn3)ncn2)c1. The result is 1 (stable in rat liver microsomes). (2) The drug is COc1ccc(NC(=O)[C@@H](C)Nc2nc(O)c3cnn(C4CCCC4)c3n2)cc1. The result is 1 (stable in rat liver microsomes). (3) The molecule is CCc1[nH]c(NC(C)=O)nc1-c1cn(S(=O)(=O)c2ccccc2)c2ccc(OC)cc12. The result is 0 (unstable in rat liver microsomes). (4) The compound is CCN1C(=O)c2ccccc2[S+]([O-])c2ccc(NC(=O)Cc3ccc(F)cc3)cc21. The result is 1 (stable in rat liver microsomes).